Dataset: Catalyst prediction with 721,799 reactions and 888 catalyst types from USPTO. Task: Predict which catalyst facilitates the given reaction. Reactant: [CH2:1]([O:3][C:4]1[CH:13]=[C:12]2[C:7]([C:8]([C:25]([O:27][CH3:28])=[O:26])=[C:9]([CH3:24])[C:10]([C:14]3[CH:19]=[CH:18][CH:17]=[C:16]([C:20]([F:23])([F:22])[F:21])[CH:15]=3)=[N:11]2)=[CH:6][C:5]=1[S:29]([CH:32]([CH3:34])[CH3:33])(=[O:31])=[O:30])[CH3:2].[Br:35]N1C(=O)CCC1=O.C(OOC(=O)C1C=CC=CC=1)(=O)C1C=CC=CC=1. Product: [Br:35][CH2:24][C:9]1[C:10]([C:14]2[CH:19]=[CH:18][CH:17]=[C:16]([C:20]([F:23])([F:21])[F:22])[CH:15]=2)=[N:11][C:12]2[C:7]([C:8]=1[C:25]([O:27][CH3:28])=[O:26])=[CH:6][C:5]([S:29]([CH:32]([CH3:33])[CH3:34])(=[O:31])=[O:30])=[C:4]([O:3][CH2:1][CH3:2])[CH:13]=2. The catalyst class is: 53.